Dataset: Catalyst prediction with 721,799 reactions and 888 catalyst types from USPTO. Task: Predict which catalyst facilitates the given reaction. Reactant: [S:1](=[O:5])(=[O:4])([OH:3])[OH:2].[CH2:6]([N:8]1[C:14](=[O:15])[C:13]([CH3:17])([CH3:16])[C:12](=[O:18])[N:11]([CH3:19])[C:10]2[CH:20]=[C:21]([O:24][CH2:25][CH2:26][CH2:27][NH:28][CH2:29][C:30]3[CH:35]=[CH:34][N:33]=[CH:32][CH:31]=3)[CH:22]=[CH:23][C:9]1=2)[CH3:7]. Product: [S:1]([OH:5])([OH:4])(=[O:3])=[O:2].[CH2:6]([N:8]1[C:14](=[O:15])[C:13]([CH3:17])([CH3:16])[C:12](=[O:18])[N:11]([CH3:19])[C:10]2[CH:20]=[C:21]([O:24][CH2:25][CH2:26][CH2:27][NH:28][CH2:29][C:30]3[CH:31]=[CH:32][N:33]=[CH:34][CH:35]=3)[CH:22]=[CH:23][C:9]1=2)[CH3:7]. The catalyst class is: 13.